Binary Classification. Given a miRNA mature sequence and a target amino acid sequence, predict their likelihood of interaction. From a dataset of Experimentally validated miRNA-target interactions with 360,000+ pairs, plus equal number of negative samples. (1) The miRNA is mmu-miR-5125 with sequence UCUGCCUGGGAUUUCCUUGU. The protein sequence of the target gene is MLARLVLGTSGRAALGSVEPALGGLKSIWRCSQAFCSTPKGVTYRELKSLLNSKDIMLIDVRNTLEILEQGKIPGSINIPLDEVGEALQMNPVDFKEKYCQVKPSKSDRLVFSCLAGVRSKKAMDTAISLGFNSAQHYAGGWKEWVTYEISEEKQES. Result: 1 (interaction). (2) The miRNA is mmu-miR-26a-1-3p with sequence CCUAUUCUUGGUUACUUGCACG. The protein sequence of the target gene is MAADTQVSETLKRFAGKVTTASVKERREILSELGKCVAGKDLPEGAVKGLCKLFCLTLHRYRDAASRRALQAAIQQLAEAQPEATAKNLLHSLQSSGIGSKAGVPSKSSGSAALLALTWTCLLVRIVFPSRAKRQGDIWNKLVEVQCLLLLEVLGGSHKHAVDGAVKKLTKLWKENPGLVEQYLSAILSLEPNQNYAGMLGLLVQFCTSHKEMDVVSQHKSALLDFYMKNILMSKVKPPKYLLDSCAPLLRYLSHSEFKDLILPTIQKSLLRSPENVIETISSLLASVTLDLSQYAMDIV.... Result: 0 (no interaction). (3) The miRNA is hsa-miR-193b-3p with sequence AACUGGCCCUCAAAGUCCCGCU. The protein sequence of the target gene is MAMARLGSWLGEAQWLALVSLFVAALATVGLYLAQWALARARPQPQRRAVEPGEGPRPGSDALLSWILTLGSWRSQWQAAWVTALNEEAERKGGPPFLSFEEDPRQQALELVVQEVSSVLRSAEEKVVVCHVVGQAIQFLVSETPALGAGCRLYDMRLSPFHLQLEFHMKEKREDLQISWSFISVPEMAVNIQPKALGEDQVAETSAMSDVLKDILKHLAGSASPSVVLITKPTTVKEAQNLQCAASTAQESCPPKPPRAHELKLLVRNIHVLLLSEPGASGHINAVCVVQLNDPVQRFS.... Result: 1 (interaction). (4) The miRNA is hsa-miR-509-3-5p with sequence UACUGCAGACGUGGCAAUCAUG. The protein sequence of the target gene is MASGKIIKLVVFELLEFAAFSIPTLVIMEQFATANQRTKSERTHYWLIVSCSIAYVAVVSLLIWVPVKVVLYKKRHLYKKIIGWRPVLVMCVVLTTLPSFSFSIAVTEVQKNINGSANSLPESLPDLPVSLVLLSLIVVDIIEKLRQYPLRGSQKGYEDNDICITSLQQIKTVTEQVVQSDGNPASAQAAKPTAMSQPRNHVAVLAGPLEPSFQSRILRTMSQRDVRAELFLRSFLMWADTVEMLRVAGHQAVYKSAWLYPVYIFSFISLLRMVFTPKNPLLNSLGILMQDLPFVFLRLS.... Result: 0 (no interaction). (5) The miRNA is hsa-miR-16-5p with sequence UAGCAGCACGUAAAUAUUGGCG. The protein sequence of the target gene is MEDEMPKTLYVGNLSRDVTEALILQLFSQIGPCKNCKMIMDTAGNDPYCFVEFHEHRHAAAALAAMNGRKIMGKEVKVNWATTPSSQKKDTSSSTVVSTQRSQDHFHVFVGDLSPEITTEDIKAAFAPFGRISDARVVKDMATGKSKGYGFVSFFNKWDAENAIQQMGGQWLGGRQIRTNWATRKPPAPKSTYESNTKQLSYDEVVNQSSPSNCTVYCGGVTSGLTEQLMRQTFSPFGQIMEIRVFPDKGYSFVRFNSHESAAHAIVSVNGTTIEGHVVKCYWGKETLDMINPVQQQNQI.... Result: 1 (interaction). (6) The miRNA is hsa-miR-4288 with sequence UUGUCUGCUGAGUUUCC. The protein sequence of the target gene is MADHMMAMNHGRFPDGTNGLHHHPAHRMGMGQFPSPHHHQQQQPQHAFNALMGEHIHYGAGNMNATSGIRHAMGPGTVNGGHPPSALAPAARFNNSQFMGPPVASQGGSLPASMQLQKLNNQYFNHHPYPHNHYMPDLHPTAGHQMNGTNQHFRDCNPKHSGGSSTPGGAGGSGTPGGSGGTSGGAGGSSAGGSGGGSTMPASVAHVPAAMLPPNVIDTDFIDEEVLMSLVIEMGLDRIKELPELWLGQNEFDFMTDFVCKQQPSRVSC. Result: 0 (no interaction). (7) The miRNA is hsa-miR-6126 with sequence GUGAAGGCCCGGCGGAGA. The protein sequence of the target gene is MEAEDLSKAEDRNEDPGSKNEGQLAAVQPDVPHGGQSSSPTALWDMLERKFLEYQQLTHKSPIERQKSLLSLLPLFLKAWEHSVGIICFPSLQRLAEDVSDQLAQQLQKALVGKPAEQARLAAGQLLWWKGDVDQDGYLLLKSVYVLTGTDSETLGRVAESGLPALLLQCLYLFFVFPLDKDELLESDLQVQKMFVQMLLNICSDSQGLEGLLSGSELQSLLIATTCLREHSCCFWKEPTFCVLRAISKAQNLSIIQYLQATDCVRLSLQNLSRLTDTLPAPEVSEAVSLILGFVKDSYP.... Result: 0 (no interaction). (8) The miRNA is hsa-miR-3120-3p with sequence CACAGCAAGUGUAGACAGGCA. The protein sequence of the target gene is MLFKQQAWLRQKLLVLGSLAVGSLLYLVARVGSLDRLQPICPIEGRLGGARTQAEFPLRALQFKRGLLHEFRKGNASKEQVRLHDLVQQLPKAIIIGVRKGGTRALLEMLNLHPAVVKASQEIHFFDNDENYGKGIEWYRKKMPFSYPQQITIEKSPAYFITEEVPERIYKMNSSIKLLIIVREPTTRAISDYTQVLEGKERKNKTYYKFEKLAIDPNTCEVNTKYKAVRTSIYTKHLERWLKYFPIEQFHVVDGDRLITEPLPELQLVEKFLNLPPRISQYNLYFNATRGFYCLRFNII.... Result: 1 (interaction). (9) The miRNA is hsa-miR-6752-3p with sequence UCCCUGCCCCCAUACUCCCAG. The protein sequence of the target gene is MSPPGSAAGESAAGGGGGGGGPGVSEELTAAAAAAAADEGPAREEQRPIQPSFTKSLCRESHWKCLLLSLLMYGCLGAVAWCHVTTVTRLTFSSAYQGNSLMYHDSPCSNGYVYIPLAFLLMLYAVYLVECWHCQARHELQHRVDVSSVRERVGRMQQATPCIWWKAISYHYVRRTRQVTRYRNGDAYTTTQVYHERVNTHVAEAEFDYARCGVRDVSKTLVGLEGAPATRLRFTKCFSFASVEAENAYLCQRARFFAENEGLDDYMEAREGMHLKNVDFREFMVAFPDPARPPWYACSS.... Result: 1 (interaction). (10) The miRNA is hsa-miR-4276 with sequence CUCAGUGACUCAUGUGC. The protein sequence of the target gene is MVMEKPSPLLVGREFVRQYYTLLNKAPEYLHRFYGRNSSYVHGGVDASGKPQEAVYGQNDIHHKVLSLNFSECHTKIRHVDAHATLSDGVVVQVMGLLSNSGQPERKFMQTFVLAPEGSVPNKFYVHNDMFRYEDEVFGDSEPELDEESEDEVEEEQEDRQPSPEPVQENANSAYYDAHPVTNGIEEPLEESSHEPEPEPESETKTEELKPQVEEKHLEELEEKSATPPPAEPASLPQEPPKAFSWASVTSKNLPPSGTVSSSGIPPHVKAPVSQPRVDAKPEVQSQPPRVREQRPRERP.... Result: 0 (no interaction).